This data is from Reaction yield outcomes from USPTO patents with 853,638 reactions. The task is: Predict the reaction yield, written as a fraction of the theoretical maximum amount of product (1.0 means a 100% yield; for example, 0.34 means a 34% yield). (1) The reactants are [CH:1]([C:3]1[CH:8]=[CH:7][C:6](B(O)O)=[CH:5][CH:4]=1)=[CH2:2].[C:12]([O:16][C:17](=[O:38])[NH:18][C:19]([C:21]1[S:22][C:23]([S:36][CH3:37])=[C:24]([S:26]([C:29]2[CH:34]=[CH:33][CH:32]=[C:31](Br)[CH:30]=2)(=[O:28])=[O:27])[CH:25]=1)=[NH:20])([CH3:15])([CH3:14])[CH3:13].C([O-])([O-])=O.[Na+].[Na+]. The catalyst is C1C=CC([P]([Pd]([P](C2C=CC=CC=2)(C2C=CC=CC=2)C2C=CC=CC=2)([P](C2C=CC=CC=2)(C2C=CC=CC=2)C2C=CC=CC=2)[P](C2C=CC=CC=2)(C2C=CC=CC=2)C2C=CC=CC=2)(C2C=CC=CC=2)C2C=CC=CC=2)=CC=1.C1(C)C=CC=CC=1.CCO. The product is [C:12]([O:16][C:17](=[O:38])[NH:18][C:19](=[NH:20])[C:21]1[S:22][C:23]([S:36][CH3:37])=[C:24]([S:26]([C:29]2[CH:30]=[C:31]([C:6]3[CH:7]=[CH:8][C:3]([CH:1]=[CH2:2])=[CH:4][CH:5]=3)[CH:32]=[CH:33][CH:34]=2)(=[O:28])=[O:27])[CH:25]=1)([CH3:15])([CH3:14])[CH3:13]. The yield is 0.450. (2) The reactants are C(O)C.[OH:4][C@@:5]([C:38]1[CH:47]=[CH:46][C:45]2[C:40](=[CH:41][CH:42]=[C:43]([C:48]([NH:50][CH3:51])=[O:49])[CH:44]=2)[CH:39]=1)([C:14]1[N:15]=[CH:16][N:17]([C:19]([C:32]2[CH:37]=[CH:36][CH:35]=[CH:34][CH:33]=2)([C:26]2[CH:31]=[CH:30][CH:29]=[CH:28][CH:27]=2)[C:20]2[CH:25]=[CH:24][CH:23]=[CH:22][CH:21]=2)[CH:18]=1)[CH2:6][C:7]([O:9][C:10](C)(C)[CH3:11])=[O:8].Cl.[Cl-].[Na+]. The catalyst is CC(C)[O-].CC(C)[O-].CC(C)[O-].CC(C)[O-].[Ti+4].C(OCC)(=O)C. The product is [OH:4][C@@:5]([C:38]1[CH:47]=[CH:46][C:45]2[C:40](=[CH:41][CH:42]=[C:43]([C:48]([NH:50][CH3:51])=[O:49])[CH:44]=2)[CH:39]=1)([C:14]1[N:15]=[CH:16][N:17]([C:19]([C:26]2[CH:31]=[CH:30][CH:29]=[CH:28][CH:27]=2)([C:32]2[CH:37]=[CH:36][CH:35]=[CH:34][CH:33]=2)[C:20]2[CH:25]=[CH:24][CH:23]=[CH:22][CH:21]=2)[CH:18]=1)[CH2:6][C:7]([O:9][CH2:10][CH3:11])=[O:8]. The yield is 0.800. (3) The reactants are [CH3:1][O:2][C:3]1[CH:4]=[C:5]([C:13]2[CH:14]=[CH:15][C:16]([N:19]3[CH2:24][CH2:23][N:22]([C:25]4[CH:30]=[CH:29][C:28]([C:31]5[CH:36]=[C:35]([O:37][CH3:38])[C:34]([O:39][CH3:40])=[C:33]([O:41][CH3:42])[CH:32]=5)=[CH:27][N:26]=4)[CH2:21][CH2:20]3)=[N:17][CH:18]=2)[CH:6]=[C:7]([O:11][CH3:12])[C:8]=1[O:9][CH3:10].[CH3:43][S:44]([OH:47])(=[O:46])=[O:45].CO. The catalyst is C(Cl)Cl. The product is [CH3:43][S:44]([OH:47])(=[O:46])=[O:45].[CH3:43][S:44]([OH:47])(=[O:46])=[O:45].[CH3:42][O:41][C:33]1[CH:32]=[C:31]([C:28]2[CH:29]=[CH:30][C:25]([N:22]3[CH2:23][CH2:24][N:19]([C:16]4[CH:15]=[CH:14][C:13]([C:5]5[CH:4]=[C:3]([O:2][CH3:1])[C:8]([O:9][CH3:10])=[C:7]([O:11][CH3:12])[CH:6]=5)=[CH:18][N:17]=4)[CH2:20][CH2:21]3)=[N:26][CH:27]=2)[CH:36]=[C:35]([O:37][CH3:38])[C:34]=1[O:39][CH3:40]. The yield is 0.820. (4) The yield is 0.610. The catalyst is C(O)C. The reactants are O=[C:2]1[CH2:7][CH2:6][CH2:5][CH2:4][CH:3]1[C:8]([O:10]CC)=O.C[O-].[Na+].[NH2:16][C:17]([NH2:19])=[O:18]. The product is [NH:16]1[C:2]2[CH2:7][CH2:6][CH2:5][CH2:4][C:3]=2[C:8](=[O:10])[NH:19][C:17]1=[O:18].